Dataset: Full USPTO retrosynthesis dataset with 1.9M reactions from patents (1976-2016). Task: Predict the reactants needed to synthesize the given product. (1) The reactants are: [CH:1]1([S:6]([C:9]2[CH:14]=[CH:13][C:12](Br)=[CH:11][CH:10]=2)(=[O:8])=[O:7])[CH2:5][CH2:4][CH2:3][CH2:2]1.C(N(CC)C(C)C)(C)C.[Br:25][CH2:26][CH2:27][CH2:28][CH2:29][CH2:30][CH2:31][O:32][CH2:33][CH2:34][C:35]#[CH:36]. Given the product [Br:25][CH2:26][CH2:27][CH2:28][CH2:29][CH2:30][CH2:31][O:32][CH2:33][CH2:34][C:35]#[C:36][C:12]1[CH:13]=[CH:14][C:9]([S:6]([CH:1]2[CH2:5][CH2:4][CH2:3][CH2:2]2)(=[O:8])=[O:7])=[CH:10][CH:11]=1, predict the reactants needed to synthesize it. (2) Given the product [CH:18]([NH:17][C:8]1[CH:7]=[C:6]([CH:11]=[C:10]([O:12][S:13]([CH3:16])(=[O:15])=[O:14])[N:9]=1)[C:5]([OH:22])=[O:4])([CH2:20][CH3:21])[CH3:19], predict the reactants needed to synthesize it. The reactants are: [OH-].[Li+].C[O:4][C:5](=[O:22])[C:6]1[CH:11]=[C:10]([O:12][S:13]([CH3:16])(=[O:15])=[O:14])[N:9]=[C:8]([NH:17][CH:18]([CH2:20][CH3:21])[CH3:19])[CH:7]=1.Cl. (3) Given the product [CH3:22][C:23]1([CH3:31])[O:27][C@@H:26]([CH2:28][O:29][NH:30][C:19]([C:18]2[C:10]([NH:9][C:3]3[CH:4]=[CH:5][C:6]([I:8])=[CH:7][C:2]=3[F:1])=[C:11]3[C:15](=[CH:16][CH:17]=2)[NH:14][N:13]=[CH:12]3)=[O:20])[CH2:25][O:24]1, predict the reactants needed to synthesize it. The reactants are: [F:1][C:2]1[CH:7]=[C:6]([I:8])[CH:5]=[CH:4][C:3]=1[NH:9][C:10]1[C:18]([C:19](O)=[O:20])=[CH:17][CH:16]=[C:15]2[C:11]=1[CH:12]=[N:13][NH:14]2.[CH3:22][C:23]1([CH3:31])[O:27][C@@H:26]([CH2:28][O:29][NH2:30])[CH2:25][O:24]1.CCN=C=NCCCN(C)C.C1C=CC2N(O)N=NC=2C=1.CCN(C(C)C)C(C)C. (4) Given the product [C:12]1([CH:18]([C:22]2[CH:23]=[CH:24][CH:25]=[CH:26][CH:27]=2)[C:19]2[NH:11][C:6]3[CH:5]=[C:4]([N+:1]([O-:3])=[O:2])[CH:9]=[CH:8][C:7]=3[N:10]=2)[CH:17]=[CH:16][CH:15]=[CH:14][CH:13]=1, predict the reactants needed to synthesize it. The reactants are: [N+:1]([C:4]1[CH:9]=[CH:8][C:7]([NH2:10])=[C:6]([NH2:11])[CH:5]=1)([O-:3])=[O:2].[C:12]1([CH:18]([C:22]2[CH:27]=[CH:26][CH:25]=[CH:24][CH:23]=2)[C:19](O)=O)[CH:17]=[CH:16][CH:15]=[CH:14][CH:13]=1.